From a dataset of Catalyst prediction with 721,799 reactions and 888 catalyst types from USPTO. Predict which catalyst facilitates the given reaction. Reactant: [O:1]=[C:2]1[C:7]2=[CH:8][C:9]3[CH:10]=[CH:11][C:12]([C:15]([OH:17])=O)=[CH:13][C:14]=3[N:6]2[CH2:5][CH2:4][NH:3]1.CCN(C(C)C)C(C)C.CN(C(ON1N=NC2C=CC=NC1=2)=[N+](C)C)C.F[P-](F)(F)(F)(F)F.[NH2:51][C:52]1[CH:68]=[CH:67][C:55]2[O:56][CH2:57][CH2:58][N:59]([C:60]([O:62][C:63]([CH3:66])([CH3:65])[CH3:64])=[O:61])[C:54]=2[CH:53]=1. Product: [O:1]=[C:2]1[C:7]2=[CH:8][C:9]3[CH:10]=[CH:11][C:12]([C:15]([NH:51][C:52]4[CH:68]=[CH:67][C:55]5[O:56][CH2:57][CH2:58][N:59]([C:60]([O:62][C:63]([CH3:64])([CH3:65])[CH3:66])=[O:61])[C:54]=5[CH:53]=4)=[O:17])=[CH:13][C:14]=3[N:6]2[CH2:5][CH2:4][NH:3]1. The catalyst class is: 9.